The task is: Regression. Given two drug SMILES strings and cell line genomic features, predict the synergy score measuring deviation from expected non-interaction effect.. This data is from NCI-60 drug combinations with 297,098 pairs across 59 cell lines. Drug 1: CCC1=CC2CC(C3=C(CN(C2)C1)C4=CC=CC=C4N3)(C5=C(C=C6C(=C5)C78CCN9C7C(C=CC9)(C(C(C8N6C)(C(=O)OC)O)OC(=O)C)CC)OC)C(=O)OC.C(C(C(=O)O)O)(C(=O)O)O. Drug 2: C1C(C(OC1N2C=NC(=NC2=O)N)CO)O. Cell line: HCT116. Synergy scores: CSS=53.6, Synergy_ZIP=1.25, Synergy_Bliss=1.56, Synergy_Loewe=2.56, Synergy_HSA=5.52.